From a dataset of Full USPTO retrosynthesis dataset with 1.9M reactions from patents (1976-2016). Predict the reactants needed to synthesize the given product. (1) Given the product [ClH:1].[ClH:1].[N:2]12[CH2:9][CH2:8][CH:5]([CH2:6][CH2:7]1)[C@@H:4]([NH:10][C:11]([C:13]1[O:14][C:15]3[C:21]([C:22]4[CH:30]=[CH:29][CH:28]=[C:24]([C:25]([N:35]5[CH2:36][CH2:37][N:32]([CH3:31])[CH2:33][CH2:34]5)=[O:27])[CH:23]=4)=[CH:20][CH:19]=[CH:18][C:16]=3[CH:17]=1)=[O:12])[CH2:3]2, predict the reactants needed to synthesize it. The reactants are: [ClH:1].[N:2]12[CH2:9][CH2:8][CH:5]([CH2:6][CH2:7]1)[C@@H:4]([NH:10][C:11]([C:13]1[O:14][C:15]3[C:21]([C:22]4[CH:23]=[C:24]([CH:28]=[CH:29][CH:30]=4)[C:25]([OH:27])=O)=[CH:20][CH:19]=[CH:18][C:16]=3[CH:17]=1)=[O:12])[CH2:3]2.[CH3:31][N:32]1[CH2:37][CH2:36][NH:35][CH2:34][CH2:33]1. (2) Given the product [CH3:19][CH:2]1[C:11]2[C:6](=[CH:7][CH:8]=[CH:9][CH:10]=2)[N:5]([CH:12]2[CH2:17][CH2:16][N:15]([CH3:18])[CH2:14][CH2:13]2)[C:3]1=[O:4], predict the reactants needed to synthesize it. The reactants are: Br[CH:2]([CH3:19])[C:3]([N:5]([CH:12]1[CH2:17][CH2:16][N:15]([CH3:18])[CH2:14][CH2:13]1)[C:6]1[CH:11]=[CH:10][CH:9]=[CH:8][CH:7]=1)=[O:4].[Al+3].[Cl-].[Cl-].[Cl-].[OH-].[Na+]. (3) The reactants are: [Br:1][C:2]1[CH:7]=[CH:6][C:5]([C@@H:8]([NH:10][CH2:11][CH2:12][C:13]2([OH:26])[CH2:25][CH2:24][C:16]3([O:21][CH2:20][C:19]([CH3:23])([CH3:22])[CH2:18][O:17]3)[CH2:15][CH2:14]2)[CH3:9])=[CH:4][CH:3]=1.Cl[C:28](Cl)([O:30]C(=O)OC(Cl)(Cl)Cl)Cl. Given the product [Br:1][C:2]1[CH:7]=[CH:6][C:5]([C@@H:8]([N:10]2[CH2:11][CH2:12][C:13]3([CH2:14][CH2:15][C:16]4([O:17][CH2:18][C:19]([CH3:23])([CH3:22])[CH2:20][O:21]4)[CH2:24][CH2:25]3)[O:26][C:28]2=[O:30])[CH3:9])=[CH:4][CH:3]=1.[Br:1][C:2]1[CH:3]=[CH:4][C:5]([C@@H:8]([N:10]2[CH2:11][CH2:12][C:13]3([CH2:14][CH2:15][C:16](=[O:21])[CH2:24][CH2:25]3)[O:26][C:28]2=[O:30])[CH3:9])=[CH:6][CH:7]=1, predict the reactants needed to synthesize it. (4) The reactants are: [Cl-].[F:2][C:3]1[CH:15]=[C:14]([F:16])[CH:13]=[CH:12][C:4]=1[O:5][CH2:6][C@@H:7]([OH:11])[C@@H:8]([NH3+:10])[CH3:9].[F:17][C:18]1[CH:23]=[CH:22][C:21]([N:24]2[C:32]3[C:27](=[CH:28][C:29](I)=[CH:30][CH:31]=3)[CH:26]=[N:25]2)=[CH:20][CH:19]=1. Given the product [F:2][C:3]1[CH:15]=[C:14]([F:16])[CH:13]=[CH:12][C:4]=1[O:5][CH2:6][C@@H:7]([O:11][C:29]1[CH:28]=[C:27]2[C:32](=[CH:31][CH:30]=1)[N:24]([C:21]1[CH:22]=[CH:23][C:18]([F:17])=[CH:19][CH:20]=1)[N:25]=[CH:26]2)[C@@H:8]([NH2:10])[CH3:9], predict the reactants needed to synthesize it. (5) Given the product [CH2:13]([O:20][C:21]([N:4]1[CH2:5][CH2:6][NH:1][C:2](=[O:7])[CH2:3]1)=[O:22])[C:14]1[CH:19]=[CH:18][CH:17]=[CH:16][CH:15]=1, predict the reactants needed to synthesize it. The reactants are: [NH:1]1[CH2:6][CH2:5][NH:4][CH2:3][C:2]1=[O:7].C([O-])(O)=O.[Na+].[CH2:13]([O:20][C:21](Cl)=[O:22])[C:14]1[CH:19]=[CH:18][CH:17]=[CH:16][CH:15]=1. (6) Given the product [C:1]([O:4][C@@H:5]1[C@@H:13]([C@@:14]2([CH3:41])[CH2:19][CH2:18][C@H:17]([O:20][Si:21]([C:34]([CH3:35])([CH3:36])[CH3:37])([C:28]3[CH:29]=[CH:30][CH:31]=[CH:32][CH:33]=3)[C:22]3[CH:23]=[CH:24][CH:25]=[CH:26][CH:27]=3)[CH2:16][C@@H:15]2[CH2:38][CH2:39][O:40][C:45]2[CH:50]=[N:49][CH:48]=[CH:47][N:46]=2)[CH2:12][CH2:11][C@@:10]2([CH3:42])[C@H:6]1[CH2:7][CH2:8][C:9]2=[CH2:43])(=[O:3])[CH3:2], predict the reactants needed to synthesize it. The reactants are: [C:1]([O:4][C@@H:5]1[C@@H:13]([C@@:14]2([CH3:41])[CH2:19][CH2:18][C@H:17]([O:20][Si:21]([C:34]([CH3:37])([CH3:36])[CH3:35])([C:28]3[CH:33]=[CH:32][CH:31]=[CH:30][CH:29]=3)[C:22]3[CH:27]=[CH:26][CH:25]=[CH:24][CH:23]=3)[CH2:16][C@@H:15]2[CH2:38][CH2:39][OH:40])[CH2:12][CH2:11][C@@:10]2([CH3:42])[C@H:6]1[CH2:7][CH2:8][C:9]2=[CH2:43])(=[O:3])[CH3:2].Cl[C:45]1[CH:50]=[N:49][CH:48]=[CH:47][N:46]=1.[H-].[Na+]. (7) Given the product [I:18][C:19]1[N:24]=[C:23]([O:25][CH3:26])[C:22]([OH:27])=[CH:21][CH:20]=1, predict the reactants needed to synthesize it. The reactants are: C([SiH](C(C)C)C(C)C)(C)C.FC(F)(F)C(O)=O.[I:18][C:19]1[N:24]=[C:23]([O:25][CH3:26])[C:22]([O:27]CC2C=CC(OC)=CC=2)=[CH:21][CH:20]=1.